From a dataset of Reaction yield outcomes from USPTO patents with 853,638 reactions. Predict the reaction yield, written as a fraction of the theoretical maximum amount of product (1.0 means a 100% yield; for example, 0.34 means a 34% yield). (1) The product is [Cl:1][C:2]1[C:6]([CH3:7])=[C:5]([C:8]2[CH:9]=[C:10]([C:13]([NH:17][C@@H:18]([CH2:31][C:32]3[CH:37]=[CH:36][CH:35]=[C:34]([C:38]([F:41])([F:39])[F:40])[CH:33]=3)[CH2:19][N:20]3[C:21](=[O:30])[C:22]4[C:27](=[CH:26][CH:25]=[CH:24][CH:23]=4)[C:28]3=[O:29])=[O:15])[S:11][CH:12]=2)[N:4]([CH3:16])[N:3]=1. The reactants are [Cl:1][C:2]1[C:6]([CH3:7])=[C:5]([C:8]2[CH:9]=[C:10]([C:13]([OH:15])=O)[S:11][CH:12]=2)[N:4]([CH3:16])[N:3]=1.[NH2:17][C@@H:18]([CH2:31][C:32]1[CH:37]=[CH:36][CH:35]=[C:34]([C:38]([F:41])([F:40])[F:39])[CH:33]=1)[CH2:19][N:20]1[C:28](=[O:29])[C:27]2[C:22](=[CH:23][CH:24]=[CH:25][CH:26]=2)[C:21]1=[O:30].CC(OC(N[C@H](C(O)=O)CC1C=CC=CC=1C(F)(F)F)=O)(C)C.C1CN([P+](Br)(N2CCCC2)N2CCCC2)CC1.F[P-](F)(F)(F)(F)F.CCN(C(C)C)C(C)C. The catalyst is C(Cl)(Cl)Cl. The yield is 0.780. (2) The reactants are C(OC([NH:8][C@H:9]([C:22]([O:24][CH3:25])=[O:23])[CH2:10][C:11]1[C:19]2[C:14](=[CH:15][CH:16]=[CH:17][CH:18]=2)[N:13]([CH2:20][CH3:21])[CH:12]=1)=O)(C)(C)C.[ClH:26].O1CCOCC1. The catalyst is C(Cl)Cl. The product is [ClH:26].[CH2:20]([N:13]1[C:14]2[C:19](=[CH:18][CH:17]=[CH:16][CH:15]=2)[C:11]([CH2:10][C@@H:9]([C:22]([O:24][CH3:25])=[O:23])[NH2:8])=[CH:12]1)[CH3:21]. The yield is 0.740. (3) The reactants are [Cl:1][C:2]1[C:11]2[C:6](=[CH:7][C:8]([O:14][CH2:15][CH2:16][CH2:17][N:18]3[CH2:23][CH2:22][N:21]([CH3:24])[CH2:20][CH2:19]3)=[C:9]([O:12][CH3:13])[CH:10]=2)[N:5]=[CH:4][N:3]=1.[S:25]1[C:29]2[CH:30]=[CH:31][C:32]([NH2:34])=[CH:33][C:28]=2[N:27]=[C:26]1[NH2:35].Cl. The catalyst is C(O)CCC.O1CCOCC1. The product is [ClH:1].[CH3:13][O:12][C:9]1[CH:10]=[C:11]2[C:6](=[CH:7][C:8]=1[O:14][CH2:15][CH2:16][CH2:17][N:18]1[CH2:23][CH2:22][N:21]([CH3:24])[CH2:20][CH2:19]1)[N:5]=[CH:4][N:3]=[C:2]2[NH:34][C:32]1[CH:31]=[CH:30][C:29]2[S:25][C:26]([NH2:35])=[N:27][C:28]=2[CH:33]=1. The yield is 0.970. (4) The reactants are [F:1][C:2]1[CH:20]=[CH:19][C:5]([CH2:6][NH:7][C@H:8]2[C@H:13]3[O:14][C@H:10]([CH2:11][CH2:12]3)[C@H:9]2[C:15]([O:17]C)=O)=[CH:4][CH:3]=1.[CH3:21][S:22]([NH:25][C:26]1[CH:41]=[CH:40][C:29]2[NH:30][C:31]([CH2:36][C:37](O)=[O:38])=[N:32][S:33](=[O:35])(=[O:34])[C:28]=2[CH:27]=1)(=[O:24])=[O:23].CN1CCOCC1.Cl.CN(C)CCCN=C=NCC.C(N(CC)CC)C. The catalyst is CN(C)C=O.C(OCC)(=O)C. The product is [F:1][C:2]1[CH:3]=[CH:4][C:5]([CH2:6][N:7]2[C:37](=[O:38])[C:36]([C:31]3[NH:30][C:29]4[CH:40]=[CH:41][C:26]([NH:25][S:22]([CH3:21])(=[O:24])=[O:23])=[CH:27][C:28]=4[S:33](=[O:35])(=[O:34])[N:32]=3)=[C:15]([OH:17])[C@H:9]3[C@@H:8]2[C@H:13]2[O:14][C@@H:10]3[CH2:11][CH2:12]2)=[CH:19][CH:20]=1. The yield is 0.410. (5) The reactants are [Br:1][C:2]1[C:3]([CH3:20])=[C:4]([NH:8][C:9](=[O:19])[C:10]2[CH:15]=[C:14]([F:16])[CH:13]=[CH:12][C:11]=2[CH2:17]Br)[CH:5]=[CH:6][CH:7]=1.CC(C)([O-])C.[Na+]. The catalyst is C1COCC1.O. The product is [Br:1][C:2]1[C:3]([CH3:20])=[C:4]([N:8]2[CH2:17][C:11]3[C:10](=[CH:15][C:14]([F:16])=[CH:13][CH:12]=3)[C:9]2=[O:19])[CH:5]=[CH:6][CH:7]=1. The yield is 0.580. (6) The product is [S:20]([OH:23])([OH:22])(=[O:21])=[O:19].[CH3:1][O:2][N:3]([CH3:18])[C:4]1[N:5]=[C:6]([NH:14][CH2:15][CH2:16][CH3:17])[N:7]=[C:8]([NH:10][CH2:11][C:12]#[CH:13])[N:9]=1. The yield is 0.910. The reactants are [CH3:1][O:2][N:3]([CH3:18])[C:4]1[N:9]=[C:8]([NH:10][CH2:11][CH2:12][CH3:13])[N:7]=[C:6]([NH:14][CH2:15][C:16]#[CH:17])[N:5]=1.[OH:19][S:20]([OH:23])(=[O:22])=[O:21]. The catalyst is C(C(C)=O)C.